Dataset: Catalyst prediction with 721,799 reactions and 888 catalyst types from USPTO. Task: Predict which catalyst facilitates the given reaction. (1) Reactant: [Cl:1][C:2]1[C:3]([F:59])=[C:4]([C@@H:8]2[C@:12]([C:15]3[CH:20]=[CH:19][C:18]([Cl:21])=[CH:17][C:16]=3[F:22])([C:13]#[N:14])[C@H:11]([CH2:23][C:24]([CH3:27])([CH3:26])[CH3:25])[NH:10][C@H:9]2[C:28]([NH:30][C:31]2[CH:56]=[CH:55][C:34]([C:35]([O:37][CH2:38][O:39][C:40](=[O:54])[NH:41][C@@H:42]([CH3:53])[C:43]([O:45]CC3C=CC=CC=3)=[O:44])=[O:36])=[CH:33][C:32]=2[O:57][CH3:58])=[O:29])[CH:5]=[CH:6][CH:7]=1.[H][H]. Product: [Cl:1][C:2]1[C:3]([F:59])=[C:4]([C@@H:8]2[C@:12]([C:15]3[CH:20]=[CH:19][C:18]([Cl:21])=[CH:17][C:16]=3[F:22])([C:13]#[N:14])[C@H:11]([CH2:23][C:24]([CH3:25])([CH3:27])[CH3:26])[NH:10][C@H:9]2[C:28]([NH:30][C:31]2[CH:56]=[CH:55][C:34]([C:35]([O:37][CH2:38][O:39][C:40]([NH:41][C@@H:42]([CH3:53])[C:43]([OH:45])=[O:44])=[O:54])=[O:36])=[CH:33][C:32]=2[O:57][CH3:58])=[O:29])[CH:5]=[CH:6][CH:7]=1. The catalyst class is: 78. (2) The catalyst class is: 14. Product: [NH2:11][C:10]1[NH:15][N:14]=[C:8]([C:3]2[CH:4]=[CH:5][CH:6]=[CH:7][C:2]=2[Br:1])[CH:9]=1. Reactant: [Br:1][C:2]1[CH:7]=[CH:6][CH:5]=[CH:4][C:3]=1[C:8](=O)[CH2:9][C:10]#[N:11].O.[NH2:14][NH2:15]. (3) Reactant: [CH3:1][NH2:2].[CH3:3][O:4][C:5]([C:7]1[CH:8]=[C:9]([CH3:29])[C:10]2[O:16][C:15]3[C:17]([Cl:25])=[CH:18][C:19]([NH:21][CH2:22][CH2:23]Cl)=[CH:20][C:14]=3[CH2:13][S:12](=[O:27])(=[O:26])[C:11]=2[CH:28]=1)=[O:6]. Product: [CH3:3][O:4][C:5]([C:7]1[CH:8]=[C:9]([CH3:29])[C:10]2[O:16][C:15]3[C:17]([Cl:25])=[CH:18][C:19]([NH:21][CH2:22][CH2:23][NH:2][CH3:1])=[CH:20][C:14]=3[CH2:13][S:12](=[O:27])(=[O:26])[C:11]=2[CH:28]=1)=[O:6]. The catalyst class is: 5. (4) Reactant: [CH3:1][O:2][C:3]1[CH:8]=[CH:7][CH:6]=[CH:5][C:4]=1[C:9]([C:11]1[C:20]([N+:21]([O-])=O)=[C:19]2[C:14]([CH:15]=[CH:16][CH:17]=[N:18]2)=[CH:13][CH:12]=1)=[O:10]. The catalyst class is: 123. Product: [NH2:21][C:20]1[C:11]([C:9]([C:4]2[CH:5]=[CH:6][CH:7]=[CH:8][C:3]=2[O:2][CH3:1])=[O:10])=[CH:12][CH:13]=[C:14]2[C:19]=1[N:18]=[CH:17][CH:16]=[CH:15]2. (5) Reactant: [Li+].C[Si]([N-][Si](C)(C)C)(C)C.[CH:11]1([C:15]([O:17][CH3:18])=[O:16])[CH2:14][CH2:13][CH2:12]1.[Br:19][C:20]1[CH:21]=[C:22]([CH:25]=[CH:26][CH:27]=1)[CH2:23]Br. Product: [Br:19][C:20]1[CH:21]=[C:22]([CH:25]=[CH:26][CH:27]=1)[CH2:23][C:11]1([C:15]([O:17][CH3:18])=[O:16])[CH2:14][CH2:13][CH2:12]1. The catalyst class is: 1.